Predict the product of the given reaction. From a dataset of Forward reaction prediction with 1.9M reactions from USPTO patents (1976-2016). (1) Given the reactants [OH:1][CH2:2][C@H:3]1[O:8][CH2:7][CH2:6][N:5]([C:9]([O:11][C:12]([CH3:15])([CH3:14])[CH3:13])=[O:10])[CH2:4]1.[CH2:16]([O:18][C:19]1[CH:24]=[CH:23][CH:22]=[CH:21][C:20]=1O)[CH3:17].C1(P(C2C=CC=CC=2)C2C=CC=CC=2)C=CC=CC=1.N(C(OC(C)C)=O)=NC(OC(C)C)=O, predict the reaction product. The product is: [CH2:16]([O:18][C:19]1[CH:24]=[CH:23][CH:22]=[CH:21][C:20]=1[O:1][CH2:2][C@H:3]1[O:8][CH2:7][CH2:6][N:5]([C:9]([O:11][C:12]([CH3:15])([CH3:14])[CH3:13])=[O:10])[CH2:4]1)[CH3:17]. (2) Given the reactants C([O:8][C:9]1[CH:24]=[CH:23][C:12]([O:13][C:14]2[CH:19]=[CH:18][N:17]=[C:16]3[NH:20][CH:21]=[CH:22][C:15]=23)=[CH:11][CH:10]=1)C1C=CC=CC=1, predict the reaction product. The product is: [NH:20]1[C:16]2=[N:17][CH:18]=[CH:19][C:14]([O:13][C:12]3[CH:23]=[CH:24][C:9]([OH:8])=[CH:10][CH:11]=3)=[C:15]2[CH:22]=[CH:21]1. (3) Given the reactants Cl.[NH2:2][CH:3]1[CH2:8][CH2:7][C:6](=[O:9])[NH:5][C:4]1=[O:10].CC(O)=O.[NH2:15][C:16]1[C:24]([OH:25])=[CH:23][CH:22]=[C:18]([C:19](O)=[O:20])[C:17]=1[C:26](O)=[O:27], predict the reaction product. The product is: [NH2:15][C:16]1[C:24]([OH:25])=[CH:23][CH:22]=[C:18]2[C:17]=1[C:26](=[O:27])[N:2]([CH:3]1[CH2:8][CH2:7][C:6](=[O:9])[NH:5][C:4]1=[O:10])[C:19]2=[O:20]. (4) Given the reactants [O:1]=[C:2]1[NH:10][C:5]2=[N:6][CH:7]=[CH:8][CH:9]=[C:4]2[N:3]1[CH:11]1[CH2:16][CH2:15][N:14]([C:17]2[CH:22]=[CH:21][N:20]=[C:19]([C:23]([O:25]C)=[O:24])[N:18]=2)[CH2:13][CH2:12]1.[OH-].[Na+], predict the reaction product. The product is: [O:1]=[C:2]1[NH:10][C:5]2=[N:6][CH:7]=[CH:8][CH:9]=[C:4]2[N:3]1[CH:11]1[CH2:12][CH2:13][N:14]([C:17]2[CH:22]=[CH:21][N:20]=[C:19]([C:23]([OH:25])=[O:24])[N:18]=2)[CH2:15][CH2:16]1. (5) The product is: [CH:17]([C:14]1[CH:15]=[CH:16][C:11]([CH:9]=[O:10])=[CH:12][CH:13]=1)([CH3:19])[CH3:18]. Given the reactants NC1C(O)=CC=CC=1[C:9]([C:11]1[CH:16]=[CH:15][C:14]([CH:17]([CH3:19])[CH3:18])=[CH:13][CH:12]=1)=[O:10].BrC(Br)C.C(N(C(C)C)C(C)C)C, predict the reaction product. (6) Given the reactants F[C:2]1[CH:7]=[CH:6][C:5]([C:8]2[O:9][C:10]([C:13]3[C:14]([C:19]4[CH:24]=[CH:23][CH:22]=[CH:21][CH:20]=4)=[N:15][O:16][C:17]=3[CH3:18])=[N:11][N:12]=2)=[C:4]([O:25][CH3:26])[CH:3]=1.[CH3:27][C:28]1[NH:29][CH:30]=[CH:31][N:32]=1, predict the reaction product. The product is: [CH3:26][O:25][C:4]1[CH:3]=[C:2]([N:29]2[CH:30]=[CH:31][N:32]=[C:28]2[CH3:27])[CH:7]=[CH:6][C:5]=1[C:8]1[O:9][C:10]([C:13]2[C:14]([C:19]3[CH:24]=[CH:23][CH:22]=[CH:21][CH:20]=3)=[N:15][O:16][C:17]=2[CH3:18])=[N:11][N:12]=1.